This data is from Full USPTO retrosynthesis dataset with 1.9M reactions from patents (1976-2016). The task is: Predict the reactants needed to synthesize the given product. (1) Given the product [OH:21][NH:20][C:3]([C:5]1[S:9][C:8]([N:10]2[CH2:15][CH2:14][N:13]([CH2:16][CH2:17][NH2:18])[CH2:12][CH2:11]2)=[N:7][CH:6]=1)=[O:2], predict the reactants needed to synthesize it. The reactants are: C[O:2][C:3]([C:5]1[S:9][C:8]([N:10]2[CH2:15][CH2:14][N:13]([CH2:16][CH2:17][NH2:18])[CH2:12][CH2:11]2)=[N:7][CH:6]=1)=O.Cl.[NH2:20][OH:21].C[O-].[Na+].CO.Cl. (2) The reactants are: C(O[C:6]([N:8]1[CH2:12][C:11](=[N:13][O:14][CH3:15])[CH2:10][C@H:9]1[C:16]([OH:18])=O)=[O:7])(C)(C)C.[C:19]([N:27]=C=O)(=[O:26])[C:20]1[CH:25]=[CH:24][CH:23]=[CH:22][CH:21]=1.[CH2:30]([NH2:33])[CH:31]=[CH2:32]. Given the product [CH2:30]([NH:33][C:16]([C@@H:9]1[CH2:10][C:11](=[N:13][O:14][CH3:15])[CH2:12][N:8]1[C:6]([NH:27][C:19](=[O:26])[C:20]1[CH:21]=[CH:22][CH:23]=[CH:24][CH:25]=1)=[O:7])=[O:18])[CH:31]=[CH2:32], predict the reactants needed to synthesize it. (3) The reactants are: Cl.[NH:2]1[CH:6]=[C:5]([CH2:7][NH2:8])[CH:4]=[N:3]1.C(N(CC)C(C)C)(C)C.C1C=CC2N(O)N=NC=2C=1.CCN=C=NCCCN(C)C.[F:39][C:40]1[CH:41]=[C:42]([C:47]2[CH2:51][C:50]([CH3:55])([C:52](O)=[O:53])[O:49][N:48]=2)[CH:43]=[C:44]([F:46])[CH:45]=1.OS(O)(=O)=O. Given the product [F:46][C:44]1[CH:43]=[C:42]([C:47]2[CH2:51][C:50]([CH3:55])([C:52]([NH:8][CH2:7][C:5]3[CH:6]=[N:2][NH:3][CH:4]=3)=[O:53])[O:49][N:48]=2)[CH:41]=[C:40]([F:39])[CH:45]=1, predict the reactants needed to synthesize it. (4) The reactants are: [CH2:1]([C:3]1[CH:4]=[C:5]([CH3:31])[C:6]([N:9]2[CH2:14][CH2:13][N:12]([C:15]([C:17]3[CH:22]=[CH:21][C:20]([N:23]4[C@H:27]([CH2:28][OH:29])[CH2:26][O:25][C:24]4=[O:30])=[CH:19][CH:18]=3)=[O:16])[CH2:11][CH2:10]2)=[N:7][CH:8]=1)[CH3:2].[CH3:32]I. Given the product [CH2:1]([C:3]1[CH:4]=[C:5]([CH3:31])[C:6]([N:9]2[CH2:10][CH2:11][N:12]([C:15]([C:17]3[CH:22]=[CH:21][C:20]([N:23]4[C@H:27]([CH2:28][O:29][CH3:32])[CH2:26][O:25][C:24]4=[O:30])=[CH:19][CH:18]=3)=[O:16])[CH2:13][CH2:14]2)=[N:7][CH:8]=1)[CH3:2], predict the reactants needed to synthesize it. (5) The reactants are: Br[C:2]1[C:3](=[O:17])[N:4]([C:11]2[CH:16]=[CH:15][CH:14]=[CH:13][CH:12]=2)[N:5]2[CH2:10][CH2:9][CH2:8][CH2:7][C:6]=12.[CH:18]1(B(O)O)[CH2:20][CH2:19]1.P([O-])([O-])([O-])=O.[K+].[K+].[K+].C1(P(C2CCCCC2)C2CCCCC2)CCCCC1. Given the product [CH:18]1([C:2]2[C:3](=[O:17])[N:4]([C:11]3[CH:16]=[CH:15][CH:14]=[CH:13][CH:12]=3)[N:5]3[CH2:10][CH2:9][CH2:8][CH2:7][C:6]=23)[CH2:20][CH2:19]1, predict the reactants needed to synthesize it.